This data is from Catalyst prediction with 721,799 reactions and 888 catalyst types from USPTO. The task is: Predict which catalyst facilitates the given reaction. (1) Reactant: [CH3:1][O:2][C:3]1[CH:11]=[CH:10][C:6]([C:7]([NH2:9])=[O:8])=[CH:5][C:4]=1[C:12]1[O:20][C:19]2[C:14](=[N:15][CH:16]=[CH:17][C:18]=2[C:21]2[CH:26]=[C:25]([C@H:27]([NH:29][S@@](C(C)(C)C)=O)[CH3:28])[CH:24]=[CH:23][C:22]=2[O:36][CH3:37])[CH:13]=1.Cl.C(OCC)C. Product: [NH2:29][C@@H:27]([C:25]1[CH:24]=[CH:23][C:22]([O:36][CH3:37])=[C:21]([C:18]2[CH:17]=[CH:16][N:15]=[C:14]3[CH:13]=[C:12]([C:4]4[CH:5]=[C:6]([CH:10]=[CH:11][C:3]=4[O:2][CH3:1])[C:7]([NH2:9])=[O:8])[O:20][C:19]=23)[CH:26]=1)[CH3:28]. The catalyst class is: 4. (2) Reactant: [OH-:1].[Na+].[CH3:3][OH:4].[C:5]1([CH3:11])[CH:10]=[CH:9][CH:8]=[CH:7][CH:6]=1. Product: [CH:9]([C:8]1([C:3]([OH:4])=[O:1])[CH2:7][CH2:6]1)=[CH:10][CH2:5][CH3:11]. The catalyst class is: 7. (3) Reactant: [NH2:1][CH2:2][C:3]1[CH:8]=[CH:7][C:6]([Cl:9])=[CH:5][C:4]=1[N:10]1[CH2:14][CH2:13][CH:12]([OH:15])[CH:11]1C=O.ClC(Cl)(O[C:22](=[O:28])OC(Cl)(Cl)Cl)Cl.[N-:30]=[C:31]=O.CO.[CH3:35][N:36]([CH:38]=[O:39])C. Product: [Cl:9][C:6]1[CH:7]=[CH:8][C:3]([CH2:2][NH:1][C:38]([NH:36][C:35]2[C:31]3[NH:30][C:22](=[O:28])[NH:1][C:2]=3[CH:3]=[CH:4][CH:5]=2)=[O:39])=[C:4]([N:10]2[CH2:14][CH2:13][CH:12]([OH:15])[CH2:11]2)[CH:5]=1. The catalyst class is: 25. (4) Reactant: Br[C:2]1[CH:3]=[C:4]([CH2:9][NH:10][C:11]([C:13]2[CH:18]=[CH:17][CH:16]=[C:15]([C:19]([NH:21][CH2:22][C:23]3[C:24]([NH:36][CH:37]4[CH2:42][CH2:41][O:40][CH2:39][CH2:38]4)=[C:25]4[CH:33]=[N:32][N:31]([CH2:34][CH3:35])[C:26]4=[N:27][C:28]=3[CH2:29][CH3:30])=[O:20])[CH:14]=2)=[O:12])[CH:5]=[CH:6][C:7]=1[CH3:8].[CH3:43][C@H:44]1[CH2:49][N:48]([CH2:50][C:51]2[CH:56]=[CH:55][CH:54]=[C:53](B3OC(C)(C)C(C)(C)O3)[CH:52]=2)[CH2:47][CH2:46][N:45]1[C:66]([O:68][C:69]([CH3:72])([CH3:71])[CH3:70])=[O:67].C(=O)([O-])[O-].[K+].[K+]. Product: [CH2:34]([N:31]1[C:26]2=[N:27][C:28]([CH2:29][CH3:30])=[C:23]([CH2:22][NH:21][C:19]([C:15]3[CH:14]=[C:13]([C:11]([NH:10][CH2:9][C:4]4[CH:5]=[CH:6][C:7]([CH3:8])=[C:2]([C:55]5[CH:54]=[CH:53][CH:52]=[C:51]([CH2:50][N:48]6[CH2:47][CH2:46][N:45]([C:66]([O:68][C:69]([CH3:72])([CH3:71])[CH3:70])=[O:67])[C@@H:44]([CH3:43])[CH2:49]6)[CH:56]=5)[CH:3]=4)=[O:12])[CH:18]=[CH:17][CH:16]=3)=[O:20])[C:24]([NH:36][CH:37]3[CH2:42][CH2:41][O:40][CH2:39][CH2:38]3)=[C:25]2[CH:33]=[N:32]1)[CH3:35]. The catalyst class is: 667. (5) Reactant: [F:1][C:2]1[CH:7]=[CH:6][C:5]([C:8]2[N:15]3[C:11]([CH2:12][CH2:13][CH2:14]3)=[C:10]([C:16](OCC)=[O:17])[C:9]=2[C:21]2[CH:26]=[CH:25][N:24]=[CH:23][CH:22]=2)=[CH:4][CH:3]=1.C1COCC1. Product: [F:1][C:2]1[CH:7]=[CH:6][C:5]([C:8]2[N:15]3[C:11]([CH2:12][CH2:13][CH2:14]3)=[C:10]([CH2:16][OH:17])[C:9]=2[C:21]2[CH:22]=[CH:23][N:24]=[CH:25][CH:26]=2)=[CH:4][CH:3]=1. The catalyst class is: 6. (6) Reactant: [CH2:1]([N:3]1[CH:7]=[C:6]([N:8]([CH3:17])[S:9]([C:12]2[S:13][CH:14]=[CH:15][CH:16]=2)(=[O:11])=[O:10])[CH:5]=[C:4]1[C:18](OCC)=[O:19])[CH3:2].[H-].[Al+3].[Li+].[H-].[H-].[H-].O.[OH-].[Na+]. Product: [CH2:1]([N:3]1[C:4]([CH:18]=[O:19])=[CH:5][C:6]([N:8]([CH3:17])[S:9]([C:12]2[S:13][CH:14]=[CH:15][CH:16]=2)(=[O:10])=[O:11])=[CH:7]1)[CH3:2]. The catalyst class is: 7.